Dataset: Aqueous solubility values for 9,982 compounds from the AqSolDB database. Task: Regression/Classification. Given a drug SMILES string, predict its absorption, distribution, metabolism, or excretion properties. Task type varies by dataset: regression for continuous measurements (e.g., permeability, clearance, half-life) or binary classification for categorical outcomes (e.g., BBB penetration, CYP inhibition). For this dataset (solubility_aqsoldb), we predict Y. (1) The Y is 1.21 log mol/L. The drug is NCCO. (2) The molecule is CC1CCC(C)C(=NO)C1=NO. The Y is -1.32 log mol/L. (3) The drug is C=O.CC(C)=O.c1ccc(Nc2ccccc2)cc1. The Y is -5.97 log mol/L. (4) The molecule is O=[N+](O)OCCCCCO[N+](=O)O. The Y is -2.19 log mol/L. (5) The compound is COc1ccc(OC)c(Cl)c1. The Y is -2.67 log mol/L. (6) The molecule is NCCCCC(N)C(=O)O. The Y is 0.835 log mol/L. (7) The molecule is CC(C)CC(CC(C)C)(CC(C)C)C(=O)NO. The Y is -4.00 log mol/L. (8) The molecule is CC(=O)NCc1c(I)c(NC(C)=O)c(I)c(C(=O)O)c1I. The Y is -2.32 log mol/L. (9) The Y is -1.16 log mol/L. The molecule is O=S(CCCl)CCCl.